Dataset: B-cell epitopes from IEDB database with 3,159 antigens for binding position prediction. Task: Token-level Classification. Given an antigen amino acid sequence, predict which amino acid positions are active epitope sites capable of antibody binding. Output is a list of indices for active positions. (1) Given the antigen sequence: MALVELKVPDIGGHENVDIIAVEVNVGDTIAVDDTLITLETDKATMDVPAEVAGVVKEVKVKVGDKISEGGLIVVVEAEGTAAAPKAEAAAAPAQEAPKAAAPAPQAAQFGGSADAEYDVVVLGGGPGGYSAAFAAADEGLKVAIVERYKTLGGVCLNVGCIPSKALLHNAAVIDEVRHLAANGIKYPEPELDIDMLRAYKDGVVSRLTGGLAGMAKSRKVDVIQGDGQFLDPHHLEVSLTAGDAYEQAAPTGEKKIVAFKNCIIAAGSRVTKLPFIPEDPRIIDSSGALALKEVPGKLLIIGGGIIGLEMGTVYSTLGSRLDVVEMMDGLMQGADRDLVKVWQKQNEYRFDNIMVNTKTVAVEPKEDGVYVTFEGANAPKEPQRYDAVLVAAGRAPNGKLISAEKAGVAVTDRGFIEVDKQMRTNVPHIYAIGDIVGQPMLAHKAVHEGHVAAENCAGHKAYFDARVIPGVAYTSPEVAWVGETELSAKASGRKITKAN..., which amino acid positions are active epitope sites? The epitope positions are: [315, 316, 317, 318, 319, 320, 321, 322, 323, 324]. The amino acids at these positions are: STLGSRLDVV. (2) The epitope positions are: [623, 624, 625, 626, 627, 628, 629, 630, 631, 632, 633, 634, 635, 636, 637, 638, 639, 640, 641, 642]. The amino acids at these positions are: FTIFKVRMYVGGVEHRLNAA. Given the antigen sequence: MSTNPKPQRKTKRNTNRRPQDVKFPGGGQIVGGVYLLPRRGPRLGVRATRKTSERSQPRGRRQPIPKARRPEGRAWAQPGYPWPLYGNEGLGWAGWLLSPRGSRPSWGPTDPRRRSRNLGRVIDTLTCGFADLMGYIPLVGAPLGGAARALAHGVRVLEDGVNYATGNLPGCSFSIFLLALLSCLTTPVSAHEVRNVSGLYLVTNDCSNSSIVYEAADVIMHTPGCVPCVREGNSSRCWVALTPTLAARNSSIPTTTIRRHVDLLVGAAAFCSAMYVGDLCGSVFLISQLFTFSPRRYNTVQDCNCSLYPGHVSGHRMAWDMMMNWSPTTALVVSQLLRIPQAVVDMVTGAHWGVLAGLAYYSMAGNWAKVLIVMLLFAGVDGASYVTGGQAARTTQGLTGFFSPGASQKIQLVNTNGSWHINRTALNCNDSLNTGFLAALFYTHRFNSSGCPERMASCRPIDKFAQGWGPITHVVPNISDQRPYCWHYAPRPCGIIPAS..., which amino acid positions are active epitope sites? (3) Given the antigen sequence: MPTESKKVRFENTASDKGKNPSKVIKSYYGTMDIKKINEGLLDSKILSAFNTVIALLGSIVIIVMNIMIIQNYTRSTDNQAMIKDALQSIQQQIKGLADKIGTEIGPKVSLIDTSSTITIPANIGLLGSKISQSTASINENVNEKCKFTLPPLKIHECNISCPNPLPFREYKPQTEGVSNLVGLPNNICLQKTSNQILKPKLISYTLPVVGQSGTCITDPLLAMDEGYFAYSHLEKIGSCSRGVSKQRIIGVGEVLDRGDEVPSLFMTNVWTPSNPNTVYHCSAVYNNEFYYVLCAVSVVGDPILNSTYWSGSLMMTRLAVKPKNNGESYNQHQFALRNIEKGKYDKVMPYGPSGIKQGDTLYFPAVGFLVRTEFKYNDSNCPIAECQYSKPENCRLSMGIRPNSHYILRSGLLKYNLSDEENSKIVFIEISDQRLSIGSPSKIYDSLGQPVFYQASFSWDTMIKFGDVQTVNPLVVNWRDNTVISRPGQSQCPRFNKCP..., which amino acid positions are active epitope sites? The epitope positions are: [194, 195, 196, 197, 198, 199, 200, 201, 202, 203, 204, 205, 206, 207, 208, 209, 210]. The amino acids at these positions are: NQILKPKLISYTLPVVG. (4) Given the antigen sequence: MSTVKEQLIEKLIEDDENSQCKITIVGTGAVGMACAISILLKDLADELALVDVALDKLKGEMMDLQHGSLFFSTSKITSGKDYSVSANSRIVIVTAGARQQEGETRLALVQRNVAIMKSIIPAIVHYSPDCKILVVSNPVDILTYIVWKISGLPVTRVIGSGCNLDSARFRYLIGEKLGVHPTSCHGWIIGEHGDSSVPLWSGVNVAGVALKTLDPKLGTDSDKEHWKNIHKQVIQSAYEIIKLKGYTSWAIGLSVMDLVGSILKNLRRVHPVSTMVKGLYGIKEELFLSIPCVLGRNGVSDVVKINLNSEEEALFKKSAETLWNIQKDLIF, which amino acid positions are active epitope sites? The epitope positions are: [9, 10, 11, 12, 13, 14, 15, 16, 17, 18, 19, 20]. The amino acids at these positions are: EKLIEDDENSQC.